The task is: Predict hERG channel inhibition at various concentrations.. This data is from hERG Central: cardiac toxicity at 1µM, 10µM, and general inhibition. (1) The compound is Cc1csc(N2CCN(c3cc4c(cc3Cl)nc(-c3ccncc3)n4CCCN3CCCC3)CC2)n1. Results: hERG_inhib (hERG inhibition (general)): blocker. (2) The compound is CCCCNC(=O)c1cc2c(=O)n3cccc(C)c3nc2n(Cc2ccccc2)c1=N. Results: hERG_inhib (hERG inhibition (general)): blocker. (3) The molecule is COc1ccccc1N1CCN(CC(O)COc2cccc3ccccc23)CC1.Cl.O. Results: hERG_inhib (hERG inhibition (general)): blocker.